This data is from Forward reaction prediction with 1.9M reactions from USPTO patents (1976-2016). The task is: Predict the product of the given reaction. Given the reactants [CH3:1][C:2]1[CH:10]=[CH:9][C:8]([C@H:11]2[CH2:16][CH2:15][CH2:14][N:13]([C:17]([C:19]3[S:23][C:22]([C:24]4[CH:29]=[CH:28][C:27]([C:30]([F:33])([F:32])[F:31])=[CH:26][CH:25]=4)=[N:21][C:20]=3[CH3:34])=[O:18])[CH2:12]2)=[CH:7][C:3]=1[C:4]([NH2:6])=O.FC(F)(F)C(OC(=O)C(F)(F)F)=O, predict the reaction product. The product is: [CH3:1][C:2]1[CH:10]=[CH:9][C:8]([CH:11]2[CH2:16][CH2:15][CH2:14][N:13]([C:17]([C:19]3[S:23][C:22]([C:24]4[CH:25]=[CH:26][C:27]([C:30]([F:33])([F:31])[F:32])=[CH:28][CH:29]=4)=[N:21][C:20]=3[CH3:34])=[O:18])[CH2:12]2)=[CH:7][C:3]=1[C:4]#[N:6].